The task is: Predict which catalyst facilitates the given reaction.. This data is from Catalyst prediction with 721,799 reactions and 888 catalyst types from USPTO. (1) Reactant: [CH:1]1([C:7]2[C:8]3[CH:9]=[CH:10][C:11]([C:40](O)=[O:41])=[CH:12][C:13]=3[N:14]3[CH2:20][C:19]([C:21]4[O:25][CH:24]=[N:23][C:22]=4[C:26]([N:28]4[CH2:33][CH2:32][O:31][CH2:30][CH2:29]4)=[O:27])=[CH:18][C:17]4[CH:34]=[C:35]([O:38][CH3:39])[CH:36]=[CH:37][C:16]=4[C:15]=23)[CH2:6][CH2:5][CH2:4][CH2:3][CH2:2]1.C1N=CN(C(N2C=NC=C2)=O)C=1.[CH3:55][N:56]([CH3:61])[S:57]([NH2:60])(=[O:59])=[O:58].C1CCN2C(=NCCC2)CC1. The catalyst class is: 1. Product: [CH:1]1([C:7]2[C:8]3[CH:9]=[CH:10][C:11]([C:40]([NH:60][S:57](=[O:59])(=[O:58])[N:56]([CH3:61])[CH3:55])=[O:41])=[CH:12][C:13]=3[N:14]3[CH2:20][C:19]([C:21]4[O:25][CH:24]=[N:23][C:22]=4[C:26]([N:28]4[CH2:29][CH2:30][O:31][CH2:32][CH2:33]4)=[O:27])=[CH:18][C:17]4[CH:34]=[C:35]([O:38][CH3:39])[CH:36]=[CH:37][C:16]=4[C:15]=23)[CH2:2][CH2:3][CH2:4][CH2:5][CH2:6]1. (2) Reactant: N1C=CC=C(C=O)C=1.Cl.N12CCC(CC1)C(=O)C2.[OH-].[K+].[N:21]1[CH:26]=[CH:25][CH:24]=[C:23]([CH:27]=[C:28]2[C:33](=[O:34])[CH:32]3[CH2:35][CH2:36][N:29]2[CH2:30][CH2:31]3)[CH:22]=1. Product: [N:21]1[CH:26]=[CH:25][CH:24]=[C:23]([CH2:27][CH:28]2[CH:33]([OH:34])[CH:32]3[CH2:31][CH2:30][N:29]2[CH2:36][CH2:35]3)[CH:22]=1. The catalyst class is: 94. (3) Reactant: [CH3:1][C:2]([CH3:6])=[CH:3][Mg]Br.O1CC[CH2:9][SiH2:8]1.[CH3:12][CH2:13][CH2:14][CH2:15][CH2:16][CH3:17].C([O:21][CH2:22]C)(=O)C.[CH2:24]1COCC1. Product: [OH:21][CH2:22][C:14]1[CH:13]=[CH:12][CH:17]=[CH:16][C:15]=1[Si:8]([CH3:9])([CH3:24])[CH:3]=[C:2]([CH3:6])[CH3:1]. The catalyst class is: 27. (4) Reactant: [O:1]1[C:5]2[CH:6]=[CH:7][C:8]([C:10]3[S:11][CH:12]=[C:13]([C:15]([OH:17])=O)[N:14]=3)=[CH:9][C:4]=2[CH2:3][CH2:2]1.[F:18][C:19]([F:31])([F:30])[C:20]1[C:25]2[NH:26][C:27]([NH2:29])=[N:28][C:24]=2[CH:23]=[CH:22][CH:21]=1.F[P-](F)(F)(F)(F)F.N1(OC(N(C)C)=[N+](C)C)C2C=CC=CC=2N=N1.C(N(CC)C(C)C)(C)C. Product: [O:1]1[C:5]2[CH:6]=[CH:7][C:8]([C:10]3[S:11][CH:12]=[C:13]([C:15]([NH:29][C:27]4[NH:28][C:24]5[CH:23]=[CH:22][CH:21]=[C:20]([C:19]([F:31])([F:18])[F:30])[C:25]=5[N:26]=4)=[O:17])[N:14]=3)=[CH:9][C:4]=2[CH2:3][CH2:2]1. The catalyst class is: 546.